This data is from Reaction yield outcomes from USPTO patents with 853,638 reactions. The task is: Predict the reaction yield, written as a fraction of the theoretical maximum amount of product (1.0 means a 100% yield; for example, 0.34 means a 34% yield). (1) The reactants are [CH2:1]([CH:3]1[CH2:7][N:6]([C:8]([NH:10][CH2:11][CH3:12])=[NH:9])[N:5]=[CH:4]1)[CH3:2].CCN(C(C)C)C(C)C.Cl[S:23]([C:26]1[CH:27]=[C:28]([CH:32]=[CH:33][CH:34]=1)[C:29]([OH:31])=[O:30])(=[O:25])=[O:24]. The catalyst is C(Cl)Cl. The product is [CH2:11]([NH:10][C:8](=[N:9][S:23]([C:26]1[CH:27]=[C:28]([CH:32]=[CH:33][CH:34]=1)[C:29]([OH:31])=[O:30])(=[O:25])=[O:24])[N:6]1[CH2:7][CH:3]([CH2:1][CH3:2])[CH:4]=[N:5]1)[CH3:12]. The yield is 0.0400. (2) The reactants are [Br:1][C:2]1[N:7]=[CH:6][C:5]([CH2:8][NH:9][CH2:10][CH2:11][O:12][CH3:13])=[CH:4][CH:3]=1.[C:14](O[C:14]([O:16][C:17]([CH3:20])([CH3:19])[CH3:18])=[O:15])([O:16][C:17]([CH3:20])([CH3:19])[CH3:18])=[O:15]. The catalyst is C1COCC1. The product is [C:17]([O:16][C:14](=[O:15])[N:9]([CH2:8][C:5]1[CH:6]=[N:7][C:2]([Br:1])=[CH:3][CH:4]=1)[CH2:10][CH2:11][O:12][CH3:13])([CH3:20])([CH3:19])[CH3:18]. The yield is 0.880. (3) The reactants are [Cl:1][C:2]1[CH:10]=[C:6]([C:7]([OH:9])=O)[C:5]([OH:11])=[CH:4][CH:3]=1.[F:12][C:13]1[CH:19]=[CH:18][C:16]([NH2:17])=[CH:15][C:14]=1[C:20]([F:23])([F:22])[F:21]. No catalyst specified. The product is [Cl:1][C:2]1[CH:3]=[CH:4][C:5]([OH:11])=[C:6]([CH:10]=1)[C:7]([NH:17][C:16]1[CH:18]=[CH:19][C:13]([F:12])=[C:14]([C:20]([F:23])([F:21])[F:22])[CH:15]=1)=[O:9]. The yield is 0.721. (4) The reactants are [Br:1][C:2]1[S:3][C:4]([N:11]([C@H:14]2[CH2:19][CH2:18][C@H:17]([N:20]([CH3:22])[CH3:21])[CH2:16][CH2:15]2)[CH2:12][CH3:13])=[C:5]([CH3:10])[C:6]=1[C:7]([OH:9])=O.Cl.[NH2:24][CH2:25][C:26]1[C:27](=[O:34])[NH:28][C:29]([CH3:33])=[CH:30][C:31]=1[CH3:32].C(Cl)C[Cl:37].C1C=NC2N(O)N=NC=2C=1.CN1CCOCC1. The catalyst is O.CN(C=O)C. The product is [ClH:37].[Br:1][C:2]1[S:3][C:4]([N:11]([C@H:14]2[CH2:15][CH2:16][C@H:17]([N:20]([CH3:21])[CH3:22])[CH2:18][CH2:19]2)[CH2:12][CH3:13])=[C:5]([CH3:10])[C:6]=1[C:7]([NH:24][CH2:25][C:26]1[C:27](=[O:34])[NH:28][C:29]([CH3:33])=[CH:30][C:31]=1[CH3:32])=[O:9]. The yield is 0.810. (5) The reactants are [CH:1]1(B(O)O)[CH2:3][CH2:2]1.Br[C:8]1[N:13]=[CH:12][C:11]([C:14]2([C:22]#[N:23])[CH2:19][CH2:18][C:17]([F:21])([F:20])[CH2:16][CH2:15]2)=[CH:10][CH:9]=1.[O-]P([O-])([O-])=O.[K+].[K+].[K+].C1(P(C2CCCCC2)C2CCCCC2)CCCCC1.[Cl-].[NH4+]. The catalyst is C1(C)C=CC=CC=1.O.C([O-])(=O)C.[Pd+2].C([O-])(=O)C. The product is [CH:1]1([C:8]2[N:13]=[CH:12][C:11]([C:14]3([C:22]#[N:23])[CH2:15][CH2:16][C:17]([F:20])([F:21])[CH2:18][CH2:19]3)=[CH:10][CH:9]=2)[CH2:3][CH2:2]1. The yield is 0.270. (6) The reactants are [CH2:1]([O:3][C:4]([C:6]1[NH:7][CH:8]=[C:9]2[CH:18]([C:19]3[O:20][C:21]([S:24][C:25]4[NH:29][C:28]5[C:30]([CH3:35])=[CH:31][C:32]([Cl:34])=[CH:33][C:27]=5[N:26]=4)=[CH:22][CH:23]=3)[C:17]3[C:16](=[O:36])[CH2:15][N:14](OC(C)(C)C)[CH2:13][C:12]=3[NH:11][C:10]=12)=[O:5])[CH3:2].Cl. The catalyst is O1CCOCC1. The product is [ClH:34].[CH2:1]([O:3][C:4]([C:6]1[NH:7][CH:8]=[C:9]2[CH:18]([C:19]3[O:20][C:21]([S:24][C:25]4[NH:29][C:28]5[C:30]([CH3:35])=[CH:31][C:32]([Cl:34])=[CH:33][C:27]=5[N:26]=4)=[CH:22][CH:23]=3)[C:17]3[C:16](=[O:36])[CH2:15][NH:14][CH2:13][C:12]=3[NH:11][C:10]=12)=[O:5])[CH3:2]. The yield is 0.930. (7) The reactants are [N+:1]([C:4]1[CH:12]=[C:11]2[C:7]([C:8](I)=[N:9][N:10]2[CH2:13][O:14][CH2:15][CH2:16][Si:17]([CH3:20])([CH3:19])[CH3:18])=[CH:6][CH:5]=1)([O-:3])=[O:2].[CH:22](B(O)O)=[CH:23][C:24]1[CH:29]=[CH:28][CH:27]=[CH:26][CH:25]=1.C1(C)C=CC=CC=1.[OH-].[Na+]. The catalyst is CCOC(C)=O.O.C1C=CC([P]([Pd]([P](C2C=CC=CC=2)(C2C=CC=CC=2)C2C=CC=CC=2)([P](C2C=CC=CC=2)(C2C=CC=CC=2)C2C=CC=CC=2)[P](C2C=CC=CC=2)(C2C=CC=CC=2)C2C=CC=CC=2)(C2C=CC=CC=2)C2C=CC=CC=2)=CC=1.CO. The product is [N+:1]([C:4]1[CH:12]=[C:11]2[C:7]([C:8]([CH:22]=[CH:23][C:24]3[CH:29]=[CH:28][CH:27]=[CH:26][CH:25]=3)=[N:9][N:10]2[CH2:13][O:14][CH2:15][CH2:16][Si:17]([CH3:20])([CH3:19])[CH3:18])=[CH:6][CH:5]=1)([O-:3])=[O:2]. The yield is 0.740. (8) The reactants are [CH2:1]([NH:4][C:5]1[CH:10]=[CH:9][C:8]([O:11][CH3:12])=[CH:7][CH:6]=1)[CH:2]=[CH2:3].C([O-])([O-])=O.[K+].[K+].[C:19](Cl)(=[O:22])[CH:20]=[CH2:21]. The catalyst is C(Cl)Cl. The product is [CH2:1]([N:4]([C:5]1[CH:10]=[CH:9][C:8]([O:11][CH3:12])=[CH:7][CH:6]=1)[C:19](=[O:22])[CH:20]=[CH2:21])[CH:2]=[CH2:3]. The yield is 0.970. (9) The reactants are Cl[C:2](Cl)=[CH:3][C:4]1[CH:9]=[CH:8][CH:7]=[CH:6][C:5]=1[NH2:10].[C:12]1(B(O)O)[CH:17]=[CH:16][CH:15]=[CH:14][CH:13]=1.[O-]P([O-])([O-])=O.[K+].[K+].[K+].O.COC1C=CC=C(OC)C=1C1C=CC=CC=1P(C1CCCCC1)C1CCCCC1. The catalyst is C1(C)C=CC=CC=1.CC([O-])=O.CC([O-])=O.[Pd+2]. The product is [C:12]1([C:2]2[NH:10][C:5]3[C:4]([CH:3]=2)=[CH:9][CH:8]=[CH:7][CH:6]=3)[CH:17]=[CH:16][CH:15]=[CH:14][CH:13]=1. The yield is 0.950. (10) The reactants are [NH2:1][C:2]1[N:7]=[C:6]([C:8]2[C:16]3[C:15]([NH:17][CH2:18][CH:19]([CH3:21])[CH3:20])=[CH:14][CH:13]=[N:12][C:11]=3[N:10](COCC[Si](C)(C)C)[CH:9]=2)[CH:5]=[CH:4][N:3]=1.Cl. The yield is 0.110. The catalyst is C(O)C. The product is [NH2:1][C:2]1[N:7]=[C:6]([C:8]2[C:16]3[C:15]([NH:17][CH2:18][CH:19]([CH3:21])[CH3:20])=[CH:14][CH:13]=[N:12][C:11]=3[NH:10][CH:9]=2)[CH:5]=[CH:4][N:3]=1.